Dataset: Catalyst prediction with 721,799 reactions and 888 catalyst types from USPTO. Task: Predict which catalyst facilitates the given reaction. Reactant: [CH3:1][C:2]1[C:3]([O:29][CH2:30][CH:31]2[CH2:36][CH2:35][NH:34][CH2:33][CH2:32]2)=[N:4][N:5]([C:23]2[CH:28]=[CH:27][CH:26]=[CH:25][CH:24]=2)[C:6]=1[NH:7][C:8]([NH:10][CH2:11][C:12]1[CH:17]=[CH:16][CH:15]=[CH:14][C:13]=1[O:18][C:19]([F:22])([F:21])[F:20])=[O:9].C=O.[CH:39](O)=O. Product: [CH3:1][C:2]1[C:3]([O:29][CH2:30][CH:31]2[CH2:32][CH2:33][N:34]([CH3:39])[CH2:35][CH2:36]2)=[N:4][N:5]([C:23]2[CH:28]=[CH:27][CH:26]=[CH:25][CH:24]=2)[C:6]=1[NH:7][C:8]([NH:10][CH2:11][C:12]1[CH:17]=[CH:16][CH:15]=[CH:14][C:13]=1[O:18][C:19]([F:22])([F:21])[F:20])=[O:9]. The catalyst class is: 5.